The task is: Predict the reactants needed to synthesize the given product.. This data is from Full USPTO retrosynthesis dataset with 1.9M reactions from patents (1976-2016). (1) Given the product [N:31]1([CH2:37][CH2:38][CH2:39][N:40]([CH2:23][C:21]2[CH:20]=[CH:19][C:18]([N+:25]([O-:27])=[O:26])=[C:17]([NH:16][C:10]3[S:11][C:12]([C:13]([NH2:15])=[O:14])=[C:8]([C:4]4[CH:5]=[CH:6][CH:7]=[C:2]([Cl:1])[CH:3]=4)[N:9]=3)[CH:22]=2)[CH2:41][CH2:42][CH2:43][N:44]2[CH2:45][CH2:46][O:47][CH2:48][CH2:49]2)[CH2:32][CH2:33][O:34][CH2:35][CH2:36]1, predict the reactants needed to synthesize it. The reactants are: [Cl:1][C:2]1[CH:3]=[C:4]([C:8]2[N:9]=[C:10]([NH:16][C:17]3[CH:22]=[C:21]([CH:23]=O)[CH:20]=[CH:19][C:18]=3[N+:25]([O-:27])=[O:26])[S:11][C:12]=2[C:13]([NH2:15])=[O:14])[CH:5]=[CH:6][CH:7]=1.Cl.Cl.Cl.[N:31]1([CH2:37][CH2:38][CH2:39][NH:40][CH2:41][CH2:42][CH2:43][N:44]2[CH2:49][CH2:48][O:47][CH2:46][CH2:45]2)[CH2:36][CH2:35][O:34][CH2:33][CH2:32]1.C(O[BH-](OC(=O)C)OC(=O)C)(=O)C.[Na+]. (2) Given the product [Br:1][C:2]1[S:6][C:5]([C:7]#[N:8])=[CH:4][C:3]=1[S:9]([C:10]1[CH:15]=[CH:14][CH:13]=[C:12]([Br:16])[CH:11]=1)=[O:17], predict the reactants needed to synthesize it. The reactants are: [Br:1][C:2]1[S:6][C:5]([C:7]#[N:8])=[CH:4][C:3]=1[S:9][C:10]1[CH:15]=[CH:14][CH:13]=[C:12]([Br:16])[CH:11]=1.[OH:17]O. (3) Given the product [Cl:1][C:2]1[C:7]([C:8]([NH2:10])=[O:9])=[C:6]([OH:11])[C:5]([NH2:12])=[CH:4][CH:3]=1, predict the reactants needed to synthesize it. The reactants are: [Cl:1][C:2]1[C:7]([C:8]([NH2:10])=[O:9])=[C:6]([OH:11])[C:5]([N+:12]([O-])=O)=[CH:4][CH:3]=1. (4) The reactants are: Br[CH2:2][C:3]1[CH:11]=[CH:10][C:6]([C:7]([OH:9])=[O:8])=[CH:5][C:4]=1[N+:12]([O-:14])=[O:13].[CH3:15][S:16]([O-:18])=[O:17].[Na+]. Given the product [CH3:15][S:16]([CH2:2][C:3]1[CH:11]=[CH:10][C:6]([C:7]([OH:9])=[O:8])=[CH:5][C:4]=1[N+:12]([O-:14])=[O:13])(=[O:18])=[O:17], predict the reactants needed to synthesize it.